This data is from Reaction yield outcomes from USPTO patents with 853,638 reactions. The task is: Predict the reaction yield, written as a fraction of the theoretical maximum amount of product (1.0 means a 100% yield; for example, 0.34 means a 34% yield). (1) The reactants are [C:1]([O:5][C:6]([NH:8][CH2:9][CH2:10][CH2:11][CH2:12][CH2:13][NH2:14])=[O:7])([CH3:4])([CH3:3])[CH3:2].C(N(CC)CC)C.[Cl:22][CH2:23][CH2:24][S:25](Cl)(=[O:27])=[O:26]. The catalyst is ClCCl. The product is [C:1]([O:5][C:6]([NH:8][CH2:9][CH2:10][CH2:11][CH2:12][CH2:13][NH:14][S:25]([CH2:24][CH2:23][Cl:22])(=[O:27])=[O:26])=[O:7])([CH3:4])([CH3:3])[CH3:2]. The yield is 1.00. (2) The reactants are [CH3:1][C:2]1([CH3:35])[O:6][C:5](=[O:7])[N:4]([C:8]2[CH:13]=[CH:12][C:11]([C:14]3[CH:15]=[C:16]([C:21]4[N:26]=[C:25]([C:27]#[N:28])[CH:24]=[CH:23][N:22]=4)[CH:17]=[N:18][C:19]=3F)=[CH:10][CH:9]=2)[C@H:3]1[C:29]1[CH:34]=[CH:33][CH:32]=[CH:31][CH:30]=1.[O:36]1CCOCC1.Cl. The catalyst is O. The product is [CH3:1][C:2]1([CH3:35])[O:6][C:5](=[O:7])[N:4]([C:8]2[CH:13]=[CH:12][C:11]([C:14]3[C:19](=[O:36])[NH:18][CH:17]=[C:16]([C:21]4[N:26]=[C:25]([C:27]#[N:28])[CH:24]=[CH:23][N:22]=4)[CH:15]=3)=[CH:10][CH:9]=2)[C@H:3]1[C:29]1[CH:34]=[CH:33][CH:32]=[CH:31][CH:30]=1. The yield is 0.800. (3) The reactants are [Cl:1][C:2](Cl)([O:4]C(=O)OC(Cl)(Cl)Cl)Cl.[C:13]1([CH2:19][OH:20])[CH:18]=[CH:17][CH:16]=[CH:15][CH:14]=1. The catalyst is C(Cl)(Cl)(Cl)Cl. The product is [Cl:1][C:2]([O:20][CH2:19][C:13]1[CH:18]=[CH:17][CH:16]=[CH:15][CH:14]=1)=[O:4]. The yield is 0.956. (4) The reactants are [Si:1](Cl)([C:4]([CH3:7])([CH3:6])[CH3:5])([CH3:3])[CH3:2].[S:9]([CH3:21])[C@@H:10]1[O:18][C@H:17]([CH2:19][OH:20])[C@H:15]([OH:16])[C@H:13]([OH:14])[C@H:11]1[OH:12]. The catalyst is CN(C)C1C=CN=CC=1.ClCCCl.C(Cl)(Cl)Cl. The product is [Si:1]([O:20][CH2:19][C@H:17]1[O:18][C@@H:10]([S:9][CH3:21])[C@H:11]([OH:12])[C@@H:13]([OH:14])[C@H:15]1[OH:16])([C:4]([CH3:7])([CH3:6])[CH3:5])([CH3:3])[CH3:2]. The yield is 0.800. (5) The reactants are [Br:1][C:2]1[CH:11]=[N:10][C:9]2[C:8]([C:12]([OH:14])=O)=[C:7]([OH:15])[CH:6]=[CH:5][C:4]=2[N:3]=1.Cl.[CH2:17]([O:19][C:20](=[O:23])[CH2:21][NH2:22])[CH3:18].C(N(CC)CC)C.CN(C(ON1N=NC2C=CC=NC1=2)=[N+](C)C)C.F[P-](F)(F)(F)(F)F. The catalyst is CN(C)C=O. The product is [Br:1][C:2]1[CH:11]=[N:10][C:9]2[C:4](=[CH:5][CH:6]=[C:7]([OH:15])[C:8]=2[C:12]([NH:22][CH2:21][C:20]([O:19][CH2:17][CH3:18])=[O:23])=[O:14])[N:3]=1. The yield is 0.290. (6) The product is [OH:14][C@@H:3]([CH2:4][N:5]1[CH2:13][C:12]2[C:7](=[CH:8][CH:9]=[CH:10][CH:11]=2)[CH2:6]1)[CH2:2][NH:1][C:27](=[O:28])[CH2:26][O:25][C:23]1[CH:22]=[CH:21][CH:20]=[C:19]2[C:24]=1[N:15]=[CH:16][CH:17]=[CH:18]2. The yield is 0.510. The reactants are [NH2:1][CH2:2][C@@H:3]([OH:14])[CH2:4][N:5]1[CH2:13][C:12]2[C:7](=[CH:8][CH:9]=[CH:10][CH:11]=2)[CH2:6]1.[N:15]1[C:24]2[C:19](=[CH:20][CH:21]=[CH:22][C:23]=2[O:25][CH2:26][C:27](OCC)=[O:28])[CH:18]=[CH:17][CH:16]=1. The catalyst is CCO. (7) The reactants are [C:1]([O:5][C:6]([N:8]1[CH2:13][CH2:12][C:11](=O)[CH2:10][CH2:9]1)=[O:7])([CH3:4])([CH3:3])[CH3:2].[NH:15]1[CH2:19][CH2:18][CH2:17][C@H:16]1[CH2:20][OH:21].C(O)(=O)C.C(=O)([O-])[O-].[Na+].[Na+]. The catalyst is CCO.ClCCCl. The product is [C:1]([O:5][C:6]([N:8]1[CH2:13][CH2:12][CH:11]([N:15]2[CH2:19][CH2:18][CH2:17][C@H:16]2[CH2:20][OH:21])[CH2:10][CH2:9]1)=[O:7])([CH3:4])([CH3:3])[CH3:2]. The yield is 0.730. (8) The reactants are Cl[C:2]1[C:7]2[C:8](=[O:22])[N:9]([CH2:11][C:12]3[CH:17]=[CH:16][C:15]([O:18][CH3:19])=[CH:14][C:13]=3[O:20][CH3:21])[CH2:10][C:6]=2[C:5]([F:23])=[C:4]([NH:24][C@@H:25]2[CH2:30][CH2:29][CH2:28][CH2:27][C@@H:26]2[NH:31][C:32](=[O:38])[O:33][C:34]([CH3:37])([CH3:36])[CH3:35])[N:3]=1.CC1(C)C(C)(C)OB([C:47]2[CH:48]=[N:49][N:50]3[CH:55]=[CH:54][CH:53]=[CH:52][C:51]=23)O1.C(=O)([O-])[O-].[Na+].[Na+]. The catalyst is COCCOC.O.C1C=CC([P]([Pd]([P](C2C=CC=CC=2)(C2C=CC=CC=2)C2C=CC=CC=2)([P](C2C=CC=CC=2)(C2C=CC=CC=2)C2C=CC=CC=2)[P](C2C=CC=CC=2)(C2C=CC=CC=2)C2C=CC=CC=2)(C2C=CC=CC=2)C2C=CC=CC=2)=CC=1. The product is [CH3:21][O:20][C:13]1[CH:14]=[C:15]([O:18][CH3:19])[CH:16]=[CH:17][C:12]=1[CH2:11][N:9]1[CH2:10][C:6]2[C:5]([F:23])=[C:4]([NH:24][C@@H:25]3[CH2:30][CH2:29][CH2:28][CH2:27][C@@H:26]3[NH:31][C:32](=[O:38])[O:33][C:34]([CH3:37])([CH3:36])[CH3:35])[N:3]=[C:2]([C:47]3[CH:48]=[N:49][N:50]4[CH:55]=[CH:54][CH:53]=[CH:52][C:51]=34)[C:7]=2[C:8]1=[O:22]. The yield is 0.461. (9) The reactants are [CH2:1]([CH:8]1[CH2:15][N:14]([CH3:16])[C:13](=O)[C:12]2[CH:18]=[CH:19][CH:20]=[CH:21][C:11]=2[CH2:10][N:9]1[S:22]([C:25]1[CH:30]=[CH:29][CH:28]=[CH:27][C:26]=1[O:31][CH3:32])(=[O:24])=[O:23])[C:2]1[CH:7]=[CH:6][CH:5]=[CH:4][CH:3]=1.[H-].[H-].[H-].[H-].[Li+].[Al+3]. The catalyst is O1CCCC1. The product is [CH2:1]([CH:8]1[N:9]([S:22]([C:25]2[CH:30]=[CH:29][CH:28]=[CH:27][C:26]=2[O:31][CH3:32])(=[O:24])=[O:23])[CH2:10][C:11]2[CH:21]=[CH:20][CH:19]=[CH:18][C:12]=2[CH2:13][N:14]([CH3:16])[CH2:15]1)[C:2]1[CH:3]=[CH:4][CH:5]=[CH:6][CH:7]=1. The yield is 0.130.